This data is from Reaction yield outcomes from USPTO patents with 853,638 reactions. The task is: Predict the reaction yield, written as a fraction of the theoretical maximum amount of product (1.0 means a 100% yield; for example, 0.34 means a 34% yield). (1) The reactants are [Cl:1][C:2]1[CH:3]=[C:4]([S:9]([CH:12]2[CH2:17][CH2:16][NH:15][CH2:14][CH2:13]2)(=[O:11])=[O:10])[CH:5]=[CH:6][C:7]=1[Cl:8].Cl[C:19]1[C:28]2[C:23](=[CH:24][CH:25]=[CH:26][CH:27]=2)[CH:22]=[CH:21][N:20]=1. No catalyst specified. The product is [Cl:1][C:2]1[CH:3]=[C:4]([S:9]([CH:12]2[CH2:17][CH2:16][N:15]([C:19]3[C:28]4[C:23](=[CH:24][CH:25]=[CH:26][CH:27]=4)[CH:22]=[CH:21][N:20]=3)[CH2:14][CH2:13]2)(=[O:11])=[O:10])[CH:5]=[CH:6][C:7]=1[Cl:8]. The yield is 0.510. (2) The reactants are Cl[C:2]1[CH:12]=[CH:11][C:5]([C:6]([O:8][CH2:9][CH3:10])=[O:7])=[CH:4][C:3]=1[N+:13]([O-:15])=[O:14].C([O-])([O-])=O.[K+].[K+].[CH2:22]([NH2:30])[CH2:23][CH2:24][CH2:25][CH2:26][CH2:27][CH2:28][CH3:29]. No catalyst specified. The product is [CH2:22]([NH:30][C:2]1[CH:12]=[CH:11][C:5]([C:6]([O:8][CH2:9][CH3:10])=[O:7])=[CH:4][C:3]=1[N+:13]([O-:15])=[O:14])[CH2:23][CH2:24][CH2:25][CH2:26][CH2:27][CH2:28][CH3:29]. The yield is 0.840. (3) The reactants are Br[C:2]1[C:7](=[O:8])[N:6]([CH2:9][C:10]2[CH:15]=[CH:14][C:13]([C:16]3[C:17]([C:22]#[N:23])=[CH:18][CH:19]=[CH:20][CH:21]=3)=[CH:12][CH:11]=2)[C:5]([O:24][CH2:25][CH3:26])=[N:4][C:3]=1[CH3:27].[CH:28]([O:31][C:32]1[CH:37]=[CH:36][C:35](B(O)O)=[CH:34][CH:33]=1)([CH3:30])[CH3:29]. The catalyst is C(=O)([O-])[O-].[Cs+].[Cs+].O1CCOCC1.C(OCC)(=O)C.C1C=CC(P(C2C=CC=CC=2)[C-]2C=CC=C2)=CC=1.C1C=CC(P(C2C=CC=CC=2)[C-]2C=CC=C2)=CC=1.Cl[Pd]Cl.[Fe+2]. The product is [CH2:25]([O:24][C:5]1[N:6]([CH2:9][C:10]2[CH:15]=[CH:14][C:13]([C:16]3[C:17]([C:22]#[N:23])=[CH:18][CH:19]=[CH:20][CH:21]=3)=[CH:12][CH:11]=2)[C:7](=[O:8])[C:2]([C:35]2[CH:36]=[CH:37][C:32]([O:31][CH:28]([CH3:30])[CH3:29])=[CH:33][CH:34]=2)=[C:3]([CH3:27])[N:4]=1)[CH3:26]. The yield is 0.940.